This data is from Full USPTO retrosynthesis dataset with 1.9M reactions from patents (1976-2016). The task is: Predict the reactants needed to synthesize the given product. Given the product [NH2:20][C:17]1[CH:16]=[CH:15][C:14]([N:11]2[CH2:12][CH2:13][N:9]([CH2:8][CH2:7][CH2:6][CH:1]3[CH2:5][CH2:4][CH2:3][CH2:2]3)[C:10]2=[O:23])=[CH:19][CH:18]=1, predict the reactants needed to synthesize it. The reactants are: [CH:1]1([CH2:6][CH2:7][CH2:8][N:9]2[CH:13]=[CH:12][N:11]([C:14]3[CH:19]=[CH:18][C:17]([N+:20]([O-])=O)=[CH:16][CH:15]=3)[C:10]2=[O:23])[CH2:5][CH2:4][CH2:3][CH2:2]1.